Dataset: Full USPTO retrosynthesis dataset with 1.9M reactions from patents (1976-2016). Task: Predict the reactants needed to synthesize the given product. (1) Given the product [F:67][C:64]1[CH:63]=[CH:62][C:61]([C:58]2[CH:59]=[CH:60][C:55]([N:6]3[CH2:5][CH2:4][NH:3][C@H:2]([CH3:1])[CH2:7]3)=[CH:56][CH:57]=2)=[CH:66][CH:65]=1, predict the reactants needed to synthesize it. The reactants are: [CH3:1][C@@H:2]1[CH2:7][NH:6][CH2:5][CH2:4][NH:3]1.C1C=CC(P(C2C=CC3C(=CC=CC=3)C=2C2C3C(=CC=CC=3)C=CC=2P(C2C=CC=CC=2)C2C=CC=CC=2)C2C=CC=CC=2)=CC=1.Br[C:55]1[CH:60]=[CH:59][C:58]([C:61]2[CH:66]=[CH:65][C:64]([F:67])=[CH:63][CH:62]=2)=[CH:57][CH:56]=1.CC(C)([O-])C.[Na+]. (2) Given the product [OH:4][CH:2]([CH2:1][O:5][CH2:6][CH2:7][CH2:8][CH3:9])[CH2:3][NH:22][C:11]([CH3:21])([CH3:10])[CH2:12][C:13]1[CH:18]=[CH:17][C:16]([O:19][CH3:20])=[CH:15][CH:14]=1, predict the reactants needed to synthesize it. The reactants are: [CH2:1]([O:5][CH2:6][CH2:7][CH2:8][CH3:9])[CH:2]1[O:4][CH2:3]1.[CH3:10][C:11]([NH2:22])([CH3:21])[CH2:12][C:13]1[CH:18]=[CH:17][C:16]([O:19][CH3:20])=[CH:15][CH:14]=1.